This data is from Reaction yield outcomes from USPTO patents with 853,638 reactions. The task is: Predict the reaction yield, written as a fraction of the theoretical maximum amount of product (1.0 means a 100% yield; for example, 0.34 means a 34% yield). (1) The reactants are S(Cl)([Cl:3])=O.[Br:5][C:6]1[CH:7]=[C:8]([CH2:12]O)[CH:9]=[N:10][CH:11]=1. The catalyst is CCOCC. The product is [Br:5][C:6]1[CH:11]=[N:10][CH:9]=[C:8]([CH2:12][Cl:3])[CH:7]=1. The yield is 0.840. (2) The reactants are C(=O)(OC)[O:2][C:3]1[CH:8]=[C:7]([N+:9]([O-:11])=[O:10])[C:6](Br)=[CH:5][C:4]=1[CH:13]1[CH2:17][CH2:16][CH2:15][CH2:14]1.F[C:22](F)(F)[B].[K].C(=O)([O-])[O-].[Cs+].[Cs+].O1CCCC1. The catalyst is C1C=CC(P(C2C=CC=CC=2)[C-]2C=CC=C2)=CC=1.C1C=CC(P(C2C=CC=CC=2)[C-]2C=CC=C2)=CC=1.Cl[Pd]Cl.[Fe+2].O. The product is [CH:13]1([C:4]2[CH:5]=[C:6]([CH3:22])[C:7]([N+:9]([O-:11])=[O:10])=[CH:8][C:3]=2[OH:2])[CH2:17][CH2:16][CH2:15][CH2:14]1. The yield is 0.520. (3) The reactants are Cl[C:2]1[N:11]=[C:10]([NH:12][CH3:13])[C:9]2[C:4](=[CH:5][CH:6]=[CH:7][CH:8]=2)[N:3]=1.NC(N)=[S:16].C(O)=O.[OH-].[Na+]. The catalyst is C(O)C. The product is [CH3:13][NH:12][C:10]1[C:9]2[C:4](=[CH:5][CH:6]=[CH:7][CH:8]=2)[NH:3][C:2](=[S:16])[N:11]=1. The yield is 0.180. (4) The reactants are Br[C:2]1[CH:7]=[CH:6][C:5]([S:8][CH3:9])=[C:4]([F:10])[CH:3]=1.C([Li])CCC.[B:16](OC(C)C)([O:21]C(C)C)[O:17]C(C)C.[OH-].[K+]. The catalyst is C1COCC1. The product is [F:10][C:4]1[CH:3]=[C:2]([B:16]([OH:21])[OH:17])[CH:7]=[CH:6][C:5]=1[S:8][CH3:9]. The yield is 0.524. (5) The reactants are [CH:1]1([NH:4][C:5](=[O:10])[CH2:6][NH2+:7][CH2:8][CH3:9])[CH2:3][CH2:2]1.[Cl-].[O:12]1[CH2:17][CH2:16][CH:15]([CH:18]2[CH2:30][C:29]3[C:28]4[C:23](=[CH:24][CH:25]=[C:26]([C:31](O)=[O:32])[CH:27]=4)[NH:22][C:21]=3[CH2:20][CH2:19]2)[CH2:14][CH2:13]1.CCN(C(C)C)C(C)C.CN(C(ON1N=NC2C=CC=NC1=2)=[N+](C)C)C.F[P-](F)(F)(F)(F)F. The catalyst is CN(C=O)C. The product is [CH:1]1([NH:4][C:5](=[O:10])[CH2:6][N:7]([CH2:8][CH3:9])[C:31]([C:26]2[CH:27]=[C:28]3[C:23](=[CH:24][CH:25]=2)[NH:22][C:21]2[CH2:29][CH2:30][CH:18]([CH:15]4[CH2:14][CH2:13][O:12][CH2:17][CH2:16]4)[CH2:19][C:20]3=2)=[O:32])[CH2:3][CH2:2]1. The yield is 0.204. (6) The reactants are [CH3:1][O:2][C:3](=[O:13])[C:4]([CH3:12])([CH3:11])[CH2:5][O:6][Si](C)(C)C.[O:14]1[CH2:18][CH2:17][C:16](=O)[CH2:15]1.C([SiH](CC)CC)C.C([O-])(O)=O.[Na+]. The catalyst is [N+](C)([O-])=O. The product is [CH3:1][O:2][C:3](=[O:13])[C:4]([CH3:12])([CH3:11])[CH2:5][O:6][CH:16]1[CH2:17][CH2:18][O:14][CH2:15]1. The yield is 0.750.